This data is from Forward reaction prediction with 1.9M reactions from USPTO patents (1976-2016). The task is: Predict the product of the given reaction. Given the reactants OC(C(F)(F)F)=O.[F:8][C:9]1[CH:26]=[CH:25][C:12]([CH2:13][C:14]2[C:23]3[C:18](=[CH:19][CH:20]=[CH:21][CH:22]=3)[C:17](=[O:24])[NH:16][N:15]=2)=[CH:11][C:10]=1[C:27]([N:29]1[CH2:34][CH2:33][NH:32][CH2:31][CH2:30]1)=[O:28].[O:35]=[C:36]([C:40]1[CH:45]=[CH:44][CH:43]=[CH:42][CH:41]=1)[C:37](O)=[O:38].CCN(C(C)C)C(C)C.CN(C(ON1N=NC2C=CC=NC1=2)=[N+](C)C)C.F[P-](F)(F)(F)(F)F, predict the reaction product. The product is: [F:8][C:9]1[CH:26]=[CH:25][C:12]([CH2:13][C:14]2[C:23]3[C:18](=[CH:19][CH:20]=[CH:21][CH:22]=3)[C:17](=[O:24])[NH:16][N:15]=2)=[CH:11][C:10]=1[C:27]([N:29]1[CH2:34][CH2:33][N:32]([C:37](=[O:38])[C:36]([C:40]2[CH:45]=[CH:44][CH:43]=[CH:42][CH:41]=2)=[O:35])[CH2:31][CH2:30]1)=[O:28].